This data is from Catalyst prediction with 721,799 reactions and 888 catalyst types from USPTO. The task is: Predict which catalyst facilitates the given reaction. (1) Reactant: [C:1]([O:4][C:5]1[CH:6]=[C:7]2[C:12](=[CH:13][C:14]=1[O:15][CH3:16])[N:11]=[CH:10][N:9]=[C:8]2Cl)(=[O:3])[CH3:2].[F:18][C:19]1[CH:25]=[CH:24][C:22]([NH2:23])=[CH:21][CH:20]=1. Product: [C:1]([O:4][C:5]1[CH:6]=[C:7]2[C:12](=[CH:13][C:14]=1[O:15][CH3:16])[N:11]=[CH:10][N:9]=[C:8]2[NH:23][C:22]1[CH:24]=[CH:25][C:19]([F:18])=[CH:20][CH:21]=1)(=[O:3])[CH3:2]. The catalyst class is: 32. (2) Reactant: [CH3:1][O:2][C:3]1[CH:8]=[CH:7][C:6]([C:9](=O)[CH2:10][C:11](=O)[C:12]([O:14][CH2:15][CH3:16])=[O:13])=[CH:5][CH:4]=1.C1C=CC=CC=1.[CH3:25][C:26]([N:29]1[C:33]([NH2:34])=[CH:32][C:31]([CH3:35])=[N:30]1)([CH3:28])[CH3:27]. Product: [CH3:28][C:26]([N:29]1[C:33]2[N:34]=[C:9]([C:6]3[CH:7]=[CH:8][C:3]([O:2][CH3:1])=[CH:4][CH:5]=3)[CH:10]=[C:11]([C:12]([O:14][CH2:15][CH3:16])=[O:13])[C:32]=2[C:31]([CH3:35])=[N:30]1)([CH3:25])[CH3:27]. The catalyst class is: 15.